This data is from Forward reaction prediction with 1.9M reactions from USPTO patents (1976-2016). The task is: Predict the product of the given reaction. Given the reactants [NH2:1][C:2]1[CH:7]=[C:6]([O:8][C:9]2[CH:14]=[CH:13][C:12]([N+:15]([O-:17])=[O:16])=[CH:11][C:10]=2[F:18])[N:5]=[CH:4][N:3]=1.[CH2:19]([N:21]([CH2:24]C)[CH2:22]C)C.ClC(OC1C=CC=CC=1)=[O:28].CNC, predict the reaction product. The product is: [F:18][C:10]1[CH:11]=[C:12]([N+:15]([O-:17])=[O:16])[CH:13]=[CH:14][C:9]=1[O:8][C:6]1[N:5]=[CH:4][N:3]=[C:2]([NH:1][C:19](=[O:28])[N:21]([CH3:24])[CH3:22])[CH:7]=1.